Dataset: Full USPTO retrosynthesis dataset with 1.9M reactions from patents (1976-2016). Task: Predict the reactants needed to synthesize the given product. (1) The reactants are: Br[C:2]1[CH:6]=[CH:5][N:4]([Si:7]([CH:14]([CH3:16])[CH3:15])([CH:11]([CH3:13])[CH3:12])[CH:8]([CH3:10])[CH3:9])[CH:3]=1.C([Li])(C)(C)C.[CH2:22]([O:29][C:30]([N:32]1[CH2:37][CH2:36][C:35](=[O:38])[CH2:34][CH2:33]1)=[O:31])[C:23]1[CH:28]=[CH:27][CH:26]=[CH:25][CH:24]=1. Given the product [CH2:22]([O:29][C:30]([N:32]1[CH2:37][CH2:36][C:35]([OH:38])([C:2]2[CH:6]=[CH:5][N:4]([Si:7]([CH:14]([CH3:16])[CH3:15])([CH:11]([CH3:13])[CH3:12])[CH:8]([CH3:10])[CH3:9])[CH:3]=2)[CH2:34][CH2:33]1)=[O:31])[C:23]1[CH:28]=[CH:27][CH:26]=[CH:25][CH:24]=1, predict the reactants needed to synthesize it. (2) Given the product [N+:7]([O-:10])([O-:9])=[O:8].[Y+3:2].[N+:7]([O-:10])([O-:9])=[O:8].[N+:7]([O-:10])([O-:9])=[O:8], predict the reactants needed to synthesize it. The reactants are: [O-2].[Y+3:2].[O-2].[O-2].[Y+3].[Y].[N+:7]([O-:10])([OH:9])=[O:8]. (3) Given the product [CH:26]12[CH2:35][CH:30]3[CH2:31][CH:32]([CH2:34][CH:28]([CH2:29]3)[CH:27]1[C:2]1[CH:7]=[C:6]([N:8]3[CH2:13][CH2:12][N:11]([CH3:14])[CH2:10][CH2:9]3)[CH:5]=[C:4]([NH:15][CH2:16][C:17]3[CH:22]=[CH:21][C:20]([O:23][CH3:24])=[CH:19][CH:18]=3)[N:3]=1)[CH2:33]2, predict the reactants needed to synthesize it. The reactants are: Cl[C:2]1[CH:7]=[C:6]([N:8]2[CH2:13][CH2:12][N:11]([CH3:14])[CH2:10][CH2:9]2)[CH:5]=[C:4]([NH:15][CH2:16][C:17]2[CH:22]=[CH:21][C:20]([O:23][CH3:24])=[CH:19][CH:18]=2)[N:3]=1.[Br-].[CH:26]12[CH2:35][CH:30]3[CH2:31][CH:32]([CH2:34][CH:28]([CH2:29]3)[CH:27]1[Zn+])[CH2:33]2. (4) Given the product [CH2:3]([N:10]1[CH2:11][CH2:12][N:13]([CH:16]2[CH2:17][CH2:18][CH:19]([C:22]([OH:24])=[O:23])[CH2:20][CH2:21]2)[CH2:14][CH2:15]1)[C:4]1[CH:9]=[CH:8][CH:7]=[CH:6][CH:5]=1, predict the reactants needed to synthesize it. The reactants are: [OH-].[Na+].[CH2:3]([N:10]1[CH2:15][CH2:14][N:13]([CH:16]2[CH2:21][CH2:20][CH:19]([C:22]([O:24]CC)=[O:23])[CH2:18][CH2:17]2)[CH2:12][CH2:11]1)[C:4]1[CH:9]=[CH:8][CH:7]=[CH:6][CH:5]=1. (5) Given the product [F:64][C:29]([F:28])([F:63])[C:30]([N:32]1[CH2:36][CH2:35][CH2:34][CH:33]1[C:37]1[C:51]([O:52][C:53]2[CH:58]=[CH:57][C:56]([S:59]([CH3:62])(=[O:61])=[O:60])=[CH:55][CH:54]=2)=[CH:50][C:40]2[N:41]=[C:7]([C:2]3[CH:3]=[N:4][CH:5]=[CH:6][N:1]=3)[NH:43][C:39]=2[CH:38]=1)=[O:31], predict the reactants needed to synthesize it. The reactants are: [N:1]1[CH:6]=[CH:5][N:4]=[CH:3][C:2]=1[C:7](O)=O.Cl.CN(C)CCCN=C=NCC.N1C=CC=CC=1.[F:28][C:29]([F:64])([F:63])[C:30]([N:32]1[CH2:36][CH2:35][CH2:34][CH:33]1[C:37]1[C:51]([O:52][C:53]2[CH:58]=[CH:57][C:56]([S:59]([CH3:62])(=[O:61])=[O:60])=[CH:55][CH:54]=2)=[CH:50][C:40]2[N:41]=C(C3C=CC=CN=3)[NH:43][C:39]=2[CH:38]=1)=[O:31]. (6) Given the product [CH3:39][C:34]([NH:33][C:31](=[O:32])[O:30][C:27]([CH3:29])([CH3:28])[CH3:26])([CH3:35])[C:36]([NH:20][C:17]1[CH:18]=[N:19][C:14]([O:13][C:9]2[C:10]3[CH:11]4[CH2:12][C:2]4([CH3:1])[CH2:3][O:4][C:5]=3[CH:6]=[CH:7][CH:8]=2)=[CH:15][CH:16]=1)=[O:37], predict the reactants needed to synthesize it. The reactants are: [CH3:1][C:2]12[CH2:12][CH:11]1[C:10]1[C:9]([O:13][C:14]3[N:19]=[CH:18][C:17]([NH2:20])=[CH:16][CH:15]=3)=[CH:8][CH:7]=[CH:6][C:5]=1[O:4][CH2:3]2.CN(C)C=O.[CH3:26][C:27]([O:30][C:31]([NH:33][C:34]([CH3:39])([C:36](O)=[O:37])[CH3:35])=[O:32])([CH3:29])[CH3:28].CN(C(ON1N=NC2C=CC=NC1=2)=[N+](C)C)C.F[P-](F)(F)(F)(F)F. (7) Given the product [CH:1]1([CH:7]2[CH2:12][CH:11]([C:13]([OH:15])=[O:14])[CH2:10][CH2:9][N:8]2[C:17]([O:19][CH3:20])=[O:18])[CH2:2][CH2:3][CH2:4][CH2:5][CH2:6]1, predict the reactants needed to synthesize it. The reactants are: [CH:1]1([CH:7]2[CH2:12][CH:11]([C:13]([O:15]C)=[O:14])[CH2:10][CH2:9][N:8]2[C:17]([O:19][CH3:20])=[O:18])[CH2:6][CH2:5][CH2:4][CH2:3][CH2:2]1.[Br-].[Li+].C(N(CC)CC)C.CC(OC)(C)C.